From a dataset of Catalyst prediction with 721,799 reactions and 888 catalyst types from USPTO. Predict which catalyst facilitates the given reaction. (1) Reactant: [ClH:1].O1CCOCC1.C(OC(=O)[NH:14][CH2:15][CH2:16][O:17][C:18]1[CH:23]=[CH:22][C:21]([C:24]2[O:28][C:27]([C:29]([N:31]3[CH2:36][CH2:35][CH2:34][CH2:33][CH2:32]3)=[O:30])=[N:26][C:25]=2[C:37]2[CH:42]=[CH:41][C:40]([O:43][CH3:44])=[CH:39][CH:38]=2)=[CH:20][CH:19]=1)(C)(C)C. Product: [ClH:1].[CH3:44][O:43][C:40]1[CH:39]=[CH:38][C:37]([C:25]2[N:26]=[C:27]([C:29]([N:31]3[CH2:36][CH2:35][CH2:34][CH2:33][CH2:32]3)=[O:30])[O:28][C:24]=2[C:21]2[CH:22]=[CH:23][C:18]([O:17][CH2:16][CH2:15][NH2:14])=[CH:19][CH:20]=2)=[CH:42][CH:41]=1. The catalyst class is: 4. (2) Reactant: C(OC([NH:8][CH2:9][C:10]1[O:14][C:13]([C:15]([O:17][CH2:18][CH3:19])=[O:16])=[N:12][N:11]=1)=O)(C)(C)C.Cl. Product: [NH2:8][CH2:9][C:10]1[O:14][C:13]([C:15]([O:17][CH2:18][CH3:19])=[O:16])=[N:12][N:11]=1. The catalyst class is: 12. (3) Product: [CH:10]1([NH:16][C:17]([CH:19]2[CH2:24][CH2:23][CH:22]([C:25]([F:28])([F:26])[F:27])[N:21]([C:6]3[CH:5]=[C:4]([Cl:9])[N:3]=[C:2]([Cl:1])[N:7]=3)[CH2:20]2)=[O:18])[CH2:11][CH2:12][CH2:13][CH2:14][CH2:15]1. The catalyst class is: 12. Reactant: [Cl:1][C:2]1[N:7]=[C:6](Cl)[CH:5]=[C:4]([Cl:9])[N:3]=1.[CH:10]1([NH:16][C:17]([CH:19]2[CH2:24][CH2:23][CH:22]([C:25]([F:28])([F:27])[F:26])[NH:21][CH2:20]2)=[O:18])[CH2:15][CH2:14][CH2:13][CH2:12][CH2:11]1.CCN(C(C)C)C(C)C.CCOC(C)=O.